This data is from Reaction yield outcomes from USPTO patents with 853,638 reactions. The task is: Predict the reaction yield, written as a fraction of the theoretical maximum amount of product (1.0 means a 100% yield; for example, 0.34 means a 34% yield). (1) The reactants are [CH3:1][S:2]([OH:5])(=[O:4])=[O:3].[OH:6][C:7]1[CH:8]=[C:9]([C:13]2[N:14]=[C:15]3[C:20](=[N:21][C:22]=2[C:23]2[CH:28]=[CH:27][CH:26]=[C:25]([OH:29])[CH:24]=2)[N:19]=[CH:18][N:17]=[C:16]3[NH2:30])[CH:10]=[CH:11][CH:12]=1.C(OCC)C. The catalyst is CO. The product is [CH3:1][S:2]([OH:5])(=[O:4])=[O:3].[OH:6][C:7]1[CH:8]=[C:9]([C:13]2[N:14]=[C:15]3[C:20](=[N:21][C:22]=2[C:23]2[CH:28]=[CH:27][CH:26]=[C:25]([OH:29])[CH:24]=2)[N:19]=[CH:18][N:17]=[C:16]3[NH2:30])[CH:10]=[CH:11][CH:12]=1. The yield is 0.971. (2) The reactants are Cl[C:2]1[C:11]2[C:6](=[CH:7][CH:8]=[C:9]([C:12]([F:15])([F:14])[F:13])[CH:10]=2)[N:5]=[C:4]2[N:16]([C:20]3[CH:25]=[CH:24][CH:23]=[CH:22][N:21]=3)[N:17]=[C:18]([CH3:19])[C:3]=12.Cl.C([OH:29])C. No catalyst specified. The product is [CH3:19][C:18]1[C:3]2[C:2](=[O:29])[C:11]3[C:6](=[CH:7][CH:8]=[C:9]([C:12]([F:15])([F:14])[F:13])[CH:10]=3)[NH:5][C:4]=2[N:16]([C:20]2[CH:25]=[CH:24][CH:23]=[CH:22][N:21]=2)[N:17]=1. The yield is 0.760. (3) The reactants are C(OP([CH2:9][C:10]([O:12][CH2:13][CH3:14])=[O:11])(OCC)=O)C.[H-].[Na+].[CH3:17][N:18]1[C:22]([N:23]2[C:27]3=[N:28][CH:29]=[CH:30][CH:31]=[C:26]3[CH:25]=[CH:24]2)=[C:21]([CH:32]=O)[C:20]([CH3:34])=[N:19]1.O. The catalyst is O1CCCC1. The product is [CH3:17][N:18]1[C:22]([N:23]2[C:27]3=[N:28][CH:29]=[CH:30][CH:31]=[C:26]3[CH:25]=[CH:24]2)=[C:21](/[CH:32]=[CH:9]/[C:10]([O:12][CH2:13][CH3:14])=[O:11])[C:20]([CH3:34])=[N:19]1. The yield is 0.920. (4) The reactants are [NH2:1][C:2]1[CH:3]=[C:4]([CH:16]=[CH:17][CH:18]=1)[O:5][C:6]1[CH:11]=[CH:10][N:9]=[C:8]2[NH:12][C:13](=[O:15])[NH:14][C:7]=12.[S:19]1[CH2:24][CH2:23][N:22]([C:25]2[CH:26]=[C:27]([CH:31]=[CH:32][N:33]=2)[C:28](O)=[O:29])[CH2:21][CH2:20]1. No catalyst specified. The product is [O:15]=[C:13]1[NH:12][C:8]2=[N:9][CH:10]=[CH:11][C:6]([O:5][C:4]3[CH:3]=[C:2]([NH:1][C:28](=[O:29])[C:27]4[CH:31]=[CH:32][N:33]=[C:25]([N:22]5[CH2:21][CH2:20][S:19][CH2:24][CH2:23]5)[CH:26]=4)[CH:18]=[CH:17][CH:16]=3)=[C:7]2[NH:14]1. The yield is 0.500.